Dataset: Catalyst prediction with 721,799 reactions and 888 catalyst types from USPTO. Task: Predict which catalyst facilitates the given reaction. (1) Reactant: [NH2:1][C:2]1[CH2:6][S:5][C:4](=[O:7])[CH:3]=1.COC1C=C2C(=C(OC)C=1)N(CC1C=CC(Cl)=CC=1)C=C2.C(=O)([O-])[O-].[K+].[K+].[Cl:35][C:36]1[CH:56]=[CH:55][C:39]([CH2:40][N:41]2[C:49]3[C:44](=[CH:45][CH:46]=[CH:47][CH:48]=3)[C:43]([C:50](=[O:54])[C:51](Cl)=[O:52])=[CH:42]2)=[CH:38][CH:37]=1. Product: [Cl:35][C:36]1[CH:56]=[CH:55][C:39]([CH2:40][N:41]2[C:49]3[C:44](=[CH:45][CH:46]=[CH:47][CH:48]=3)[C:43]([C:50](=[O:54])[C:51]([NH:1][C:2]3[CH2:6][S:5][C:4](=[O:7])[CH:3]=3)=[O:52])=[CH:42]2)=[CH:38][CH:37]=1. The catalyst class is: 149. (2) Reactant: [CH2:1]([O:8][C:9]1[CH:14]=[CH:13][C:12]([CH2:15][CH2:16][C:17]2[CH:22]=[CH:21][N:20]=[C:19]3[NH:23][N:24]=[C:25]([O:26][C@@H:27]4[O:53][C@H:52]([CH2:54][O:55][C:56](=[O:61])[C:57]([CH3:60])([CH3:59])[CH3:58])[C@@H:44]([O:45][C:46](=[O:51])[C:47]([CH3:50])([CH3:49])[CH3:48])[C@H:36]([O:37][C:38](=[O:43])[C:39]([CH3:42])([CH3:41])[CH3:40])[C@H:28]4[O:29][C:30](=[O:35])[C:31]([CH3:34])([CH3:33])[CH3:32])[C:18]=23)=[CH:11][CH:10]=1)[C:2]1[CH:7]=[CH:6][CH:5]=[CH:4][CH:3]=1.C(=O)([O-])[O-].[Cs+].[Cs+].Br[CH2:69][C:70]([NH2:72])=[O:71].[I-].[Na+]. Product: [CH2:1]([O:8][C:9]1[CH:14]=[CH:13][C:12]([CH2:15][CH2:16][C:17]2[CH:22]=[CH:21][N:20]=[C:19]3[N:23]([CH2:69][C:70](=[O:71])[NH2:72])[N:24]=[C:25]([O:26][C@@H:27]4[O:53][C@H:52]([CH2:54][O:55][C:56](=[O:61])[C:57]([CH3:60])([CH3:59])[CH3:58])[C@@H:44]([O:45][C:46](=[O:51])[C:47]([CH3:48])([CH3:49])[CH3:50])[C@H:36]([O:37][C:38](=[O:43])[C:39]([CH3:42])([CH3:41])[CH3:40])[C@H:28]4[O:29][C:30](=[O:35])[C:31]([CH3:34])([CH3:32])[CH3:33])[C:18]=23)=[CH:11][CH:10]=1)[C:2]1[CH:7]=[CH:6][CH:5]=[CH:4][CH:3]=1. The catalyst class is: 21. (3) Reactant: [C:1](OC(=O)C)(=[O:3])[CH3:2].FC(F)(F)C(O)=O.[CH3:15][O:16][C:17]1[CH:18]=[C:19]([C:29]2[N:30]=[C:31]([O:38][C@@H:39]([C@H:41]3[CH2:45][NH:44][C:43](=[O:46])[CH2:42]3)[CH3:40])[C:32]3[N:33]([N:35]=[CH:36][CH:37]=3)[CH:34]=2)[CH:20]=[CH:21][C:22]=1[N:23]1[CH2:28][CH2:27][NH:26][CH2:25][CH2:24]1.C(N(CC)CC)C. Product: [C:1]([N:26]1[CH2:25][CH2:24][N:23]([C:22]2[CH:21]=[CH:20][C:19]([C:29]3[N:30]=[C:31]([O:38][C@@H:39]([C@H:41]4[CH2:45][NH:44][C:43](=[O:46])[CH2:42]4)[CH3:40])[C:32]4[N:33]([N:35]=[CH:36][CH:37]=4)[CH:34]=3)=[CH:18][C:17]=2[O:16][CH3:15])[CH2:28][CH2:27]1)(=[O:3])[CH3:2]. The catalyst class is: 4. (4) Reactant: C([N:3]([CH2:6][CH3:7])[CH2:4][CH3:5])C.[N:8]1(C([N:8]2[CH:12]=[CH:11]N=[CH:9]2)=S)[CH:12]=[CH:11]N=[CH:9]1. Product: [CH2:12]1[C:11]2[CH:5]=[CH:4][N:3]=[CH:6][C:7]=2[CH2:9][NH:8]1. The catalyst class is: 1.